Dataset: Forward reaction prediction with 1.9M reactions from USPTO patents (1976-2016). Task: Predict the product of the given reaction. (1) Given the reactants [C:1](Cl)(=O)[CH3:2].[CH3:5][O:6][C:7]1[CH:8]=[C:9]([CH:21]=[C:22]([CH3:26])[C:23]([OH:25])=[O:24])[CH:10]=[CH:11][C:12]=1[O:13]CC1C=CC=CC=1, predict the reaction product. The product is: [OH:13][C:12]1[CH:11]=[CH:10][C:9]([CH2:21][CH:22]([CH3:26])[C:23]([O:25][CH2:1][CH3:2])=[O:24])=[CH:8][C:7]=1[O:6][CH3:5]. (2) Given the reactants Br[CH2:2][C:3]1[C:4]([C:16]2[CH:21]=[CH:20][CH:19]=[CH:18][CH:17]=2)=[N:5][C:6]2[C:11]([C:12]=1[C:13]([OH:15])=[O:14])=[CH:10][CH:9]=[CH:8][CH:7]=2.[N:22]1[CH:23]=[N:24][N:25]2[CH2:30][CH2:29][NH:28][CH2:27][C:26]=12.C(N(CC)CC)C, predict the reaction product. The product is: [N:22]1[CH:23]=[N:24][N:25]2[CH2:30][CH2:29][N:28]([CH2:2][C:3]3[C:4]([C:16]4[CH:21]=[CH:20][CH:19]=[CH:18][CH:17]=4)=[N:5][C:6]4[C:11]([C:12]=3[C:13]([OH:15])=[O:14])=[CH:10][CH:9]=[CH:8][CH:7]=4)[CH2:27][C:26]=12. (3) Given the reactants [Br:1][CH2:2][C:3](Br)=[O:4].[CH3:6][NH:7][CH:8]([P:17](=[O:24])([O:21][CH2:22][CH3:23])[O:18][CH2:19][CH3:20])[P:9](=[O:16])([O:13][CH2:14][CH3:15])[O:10][CH2:11][CH3:12].N1C=CC=CC=1.O, predict the reaction product. The product is: [Br:1][CH2:2][C:3]([N:7]([CH3:6])[CH:8]([P:9](=[O:16])([O:10][CH2:11][CH3:12])[O:13][CH2:14][CH3:15])[P:17](=[O:24])([O:21][CH2:22][CH3:23])[O:18][CH2:19][CH3:20])=[O:4].